From a dataset of Catalyst prediction with 721,799 reactions and 888 catalyst types from USPTO. Predict which catalyst facilitates the given reaction. (1) Reactant: Br[C:2]1[C:7]([CH3:8])=[CH:6][C:5](/[CH:9]=[CH:10]/[C:11]#[N:12])=[CH:4][C:3]=1[CH3:13].[CH3:14][C:15]1([CH3:31])[C:19]([CH3:21])([CH3:20])[O:18][B:17]([B:17]2[O:18][C:19]([CH3:21])([CH3:20])[C:15]([CH3:31])([CH3:14])[O:16]2)[O:16]1.C(=O)([O-])[O-].[K+].[K+].C1(P(C2CCCCC2)C2C=CC=CC=2C2C(OC)=CC=CC=2OC)CCCCC1. Product: [CH3:13][C:3]1[CH:4]=[C:5](/[CH:9]=[CH:10]/[C:11]#[N:12])[CH:6]=[C:7]([CH3:8])[C:2]=1[B:17]1[O:18][C:19]([CH3:21])([CH3:20])[C:15]([CH3:31])([CH3:14])[O:16]1. The catalyst class is: 613. (2) Reactant: [O:1]=[C:2]1[N:7]([C:8]2[S:9][CH:10]=[CH:11][N:12]=2)[CH:6]=[C:5]([C:13]([O:15]C)=[O:14])[CH:4]=[CH:3]1.[OH-].[Li+].[CH3:19]O. Product: [CH3:19][C:6]1[N:7]([C:8]2[S:9][CH:10]=[CH:11][N:12]=2)[C:2](=[O:1])[CH:3]=[CH:4][C:5]=1[C:13]([OH:15])=[O:14]. The catalyst class is: 6. (3) Reactant: P([O:13][CH2:14][CH2:15][N:16]([CH:51]1[CH2:54][CH2:53][CH2:52]1)[CH2:17][CH2:18][CH2:19][O:20][C:21]1[CH:30]=[C:29]2[C:24]([C:25]([NH:31][C:32]3[CH:36]=[C:35]([CH2:37][C:38]([NH:40][C:41]4[CH:46]=[CH:45][CH:44]=[C:43]([F:47])[C:42]=4[F:48])=[O:39])[NH:34][N:33]=3)=[N:26][CH:27]=[N:28]2)=[CH:23][C:22]=1[O:49][CH3:50])(OC(C)(C)C)(OC(C)(C)C)=O.C1(NCCO)CCC1.[I-].[K+]. Product: [CH:51]1([N:16]([CH2:15][CH2:14][OH:13])[CH2:17][CH2:18][CH2:19][O:20][C:21]2[CH:30]=[C:29]3[C:24]([C:25]([NH:31][C:32]4[CH:36]=[C:35]([CH2:37][C:38]([NH:40][C:41]5[CH:46]=[CH:45][CH:44]=[C:43]([F:47])[C:42]=5[F:48])=[O:39])[NH:34][N:33]=4)=[N:26][CH:27]=[N:28]3)=[CH:23][C:22]=2[O:49][CH3:50])[CH2:52][CH2:53][CH2:54]1. The catalyst class is: 44. (4) Reactant: [CH2:1]([O:3][C:4]1[CH:9]=[C:8]([N:10]2[CH2:15][CH2:14][N:13]([CH3:16])[CH2:12][CH2:11]2)[CH:7]=[CH:6][C:5]=1[N+:17]([O-])=O)[CH3:2]. Product: [CH2:1]([O:3][C:4]1[CH:9]=[C:8]([N:10]2[CH2:11][CH2:12][N:13]([CH3:16])[CH2:14][CH2:15]2)[CH:7]=[CH:6][C:5]=1[NH2:17])[CH3:2]. The catalyst class is: 29. (5) Product: [Cl:1][C:2]1[CH:3]=[C:4]([CH:41]=[CH:42][C:43]=1[Cl:44])[C:5]([NH:7][C:8]1[CH:9]=[N:10][C:11]([O:14][C:15]2[CH:20]=[CH:19][C:18]([N:21]([CH2:22][C:23](=[O:40])[N:24]3[CH2:25][CH2:26][N:27]([CH2:30][C:31]4[CH:39]=[CH:38][C:37]5[O:36][CH2:35][O:34][C:33]=5[CH:32]=4)[CH2:28][CH2:29]3)[C:54](=[O:55])[C:53]([F:64])([F:63])[F:52])=[CH:17][CH:16]=2)=[CH:12][CH:13]=1)=[O:6]. Reactant: [Cl:1][C:2]1[CH:3]=[C:4]([CH:41]=[CH:42][C:43]=1[Cl:44])[C:5]([NH:7][C:8]1[CH:9]=[N:10][C:11]([O:14][C:15]2[CH:20]=[CH:19][C:18]([NH:21][CH2:22][C:23](=[O:40])[N:24]3[CH2:29][CH2:28][N:27]([CH2:30][C:31]4[CH:39]=[CH:38][C:37]5[O:36][CH2:35][O:34][C:33]=5[CH:32]=4)[CH2:26][CH2:25]3)=[CH:17][CH:16]=2)=[CH:12][CH:13]=1)=[O:6].C(N(CC)CC)C.[F:52][C:53]([F:64])([F:63])[C:54](O[C:54](=[O:55])[C:53]([F:64])([F:63])[F:52])=[O:55].O. The catalyst class is: 1. (6) Reactant: Cl.Cl.[C:3]1([CH:9]([C:16]2[CH:21]=[CH:20][CH:19]=[CH:18][CH:17]=2)[N:10]2[CH2:13][CH:12]([NH:14][NH2:15])[CH2:11]2)[CH:8]=[CH:7][CH:6]=[CH:5][CH:4]=1.C(O)(=O)C.CN(C)/[CH:28]=[CH:29]/[C:30]([C:32]1[CH:37]=[C:36]([F:38])[CH:35]=[CH:34][C:33]=1[OH:39])=O. Product: [C:16]1([CH:9]([C:3]2[CH:4]=[CH:5][CH:6]=[CH:7][CH:8]=2)[N:10]2[CH2:13][CH:12]([N:14]3[C:30]([C:32]4[CH:37]=[C:36]([F:38])[CH:35]=[CH:34][C:33]=4[OH:39])=[CH:29][CH:28]=[N:15]3)[CH2:11]2)[CH:21]=[CH:20][CH:19]=[CH:18][CH:17]=1. The catalyst class is: 8. (7) Reactant: C(N(CC)CC)C.[I:8][C:9]1[C:17]2[C:12](=[CH:13][CH:14]=[CH:15][C:16]=2[N+:18]([O-:20])=[O:19])[NH:11][N:10]=1.[CH3:21][C:22]([O:25][C:26](O[C:26]([O:25][C:22]([CH3:24])([CH3:23])[CH3:21])=[O:27])=[O:27])([CH3:24])[CH3:23]. Product: [I:8][C:9]1[C:17]2[C:12](=[CH:13][CH:14]=[CH:15][C:16]=2[N+:18]([O-:20])=[O:19])[N:11]([C:26]([O:25][C:22]([CH3:24])([CH3:23])[CH3:21])=[O:27])[N:10]=1. The catalyst class is: 4. (8) Reactant: Cl.[F:2][C:3]1[C:8]([NH:9][NH2:10])=[C:7]([CH3:11])[CH:6]=[CH:5][CH:4]=1.[OH-].[Na+]. Product: [F:2][C:3]1[CH:4]=[CH:5][CH:6]=[C:7]([CH3:11])[C:8]=1[N:9]1[C:8]([NH2:9])=[CH:7][C:6]([CH3:5])=[N:10]1. The catalyst class is: 33. (9) Reactant: [CH:1]1[C:6](=[O:7])[C:5]([OH:8])=[CH:4][O:3][C:2]=1[CH2:9][OH:10].CC(C)([O-])C.[K+].[CH3:17][O:18][C:19]1[CH:26]=[CH:25][C:22]([CH2:23]Cl)=[CH:21][CH:20]=1. Product: [OH:10][CH2:9][C:2]1[O:3][CH:4]=[C:5]([O:8][CH2:23][C:22]2[CH:25]=[CH:26][C:19]([O:18][CH3:17])=[CH:20][CH:21]=2)[C:6](=[O:7])[CH:1]=1. The catalyst class is: 3.